Dataset: Peptide-MHC class I binding affinity with 185,985 pairs from IEDB/IMGT. Task: Regression. Given a peptide amino acid sequence and an MHC pseudo amino acid sequence, predict their binding affinity value. This is MHC class I binding data. (1) The peptide sequence is QSFSYQQQPF. The MHC is HLA-A01:01 with pseudo-sequence HLA-A01:01. The binding affinity (normalized) is 0.162. (2) The peptide sequence is TMADLVYALR. The MHC is HLA-A68:01 with pseudo-sequence HLA-A68:01. The binding affinity (normalized) is 0.793. (3) The peptide sequence is SFIISTLNK. The MHC is HLA-A33:01 with pseudo-sequence HLA-A33:01. The binding affinity (normalized) is 0.168. (4) The peptide sequence is RAAHRRQSV. The MHC is HLA-B48:01 with pseudo-sequence HLA-B48:01. The binding affinity (normalized) is 0.0847. (5) The peptide sequence is KPDGSDSMDV. The MHC is HLA-B51:01 with pseudo-sequence HLA-B51:01. The binding affinity (normalized) is 0. (6) The peptide sequence is LTGHMLDMY. The MHC is HLA-A29:02 with pseudo-sequence HLA-A29:02. The binding affinity (normalized) is 0.620.